The task is: Predict the reactants needed to synthesize the given product.. This data is from Full USPTO retrosynthesis dataset with 1.9M reactions from patents (1976-2016). (1) The reactants are: C[O:2][C:3](=O)[CH:4]([C:6]1[C:7]([F:17])=[C:8]2[C:13](=[CH:14][C:15]=1[F:16])[N:12]=[CH:11][CH:10]=[CH:9]2)[CH3:5].O.[NH2:20][NH2:21]. Given the product [F:17][C:7]1[C:6]([CH:4]([CH3:5])[C:3]([NH:20][NH2:21])=[O:2])=[C:15]([F:16])[CH:14]=[C:13]2[C:8]=1[CH:9]=[CH:10][CH:11]=[N:12]2, predict the reactants needed to synthesize it. (2) Given the product [ClH:1].[ClH:1].[NH2:3][C@@H:4]([CH2:13][CH3:14])[C@H:5]([OH:12])[C:6]([NH:8][CH2:9][CH3:10])=[O:7], predict the reactants needed to synthesize it. The reactants are: [ClH:1].Cl.[NH2:3][C@@H:4]([CH2:13][CH3:14])[C@H:5]([OH:12])[C:6]([NH:8][CH:9]1C[CH2:10]1)=[O:7].[N+](CC)#[C-]. (3) Given the product [CH3:14][O:13][C:11](=[O:12])[C:10]([C:9]([O:16][CH3:17])=[O:15])=[C:2]([C:1]([O:6][CH2:7][CH3:8])=[O:5])[CH3:4], predict the reactants needed to synthesize it. The reactants are: [C:1]([O:6][CH2:7][CH3:8])(=[O:5])[C:2]([CH3:4])=O.[C:9]([O:16][CH3:17])(=[O:15])[CH2:10][C:11]([O:13][CH3:14])=[O:12].CCOCC. (4) Given the product [Cl:1][C:2]1[CH:3]=[C:4]2[C:8](=[CH:9][CH:10]=1)[N:7]([CH2:11][C:12]([OH:14])=[O:13])[C:6]1[CH2:17][N:18]([CH3:21])[CH2:19][CH2:20][C:5]2=1, predict the reactants needed to synthesize it. The reactants are: [Cl:1][C:2]1[CH:3]=[C:4]2[C:8](=[CH:9][CH:10]=1)[N:7]([CH2:11][C:12]([O:14]CC)=[O:13])[C:6]1[CH2:17][N:18]([CH3:21])[CH2:19][CH2:20][C:5]2=1.[OH-].[Na+].